From a dataset of Forward reaction prediction with 1.9M reactions from USPTO patents (1976-2016). Predict the product of the given reaction. (1) Given the reactants [CH2:1]([O:3][C:4]1[CH:13]=[CH:12][C:11]2[C:6](=[CH:7][CH:8]=[C:9]([C:14]([O:16]C(C)(C)C)=[O:15])[CH:10]=2)[N:5]=1)[CH3:2].[ClH:21], predict the reaction product. The product is: [ClH:21].[CH2:1]([O:3][C:4]1[CH:13]=[CH:12][C:11]2[C:6](=[CH:7][CH:8]=[C:9]([C:14]([OH:16])=[O:15])[CH:10]=2)[N:5]=1)[CH3:2]. (2) Given the reactants [Br:1][C:2]1[N:7]=[CH:6][C:5]([CH:8]([C:10]2[C:15]([F:16])=[CH:14][CH:13]=[C:12]([F:17])[C:11]=2[F:18])O)=[C:4]([CH3:19])[CH:3]=1.S(Cl)([Cl:22])=O.CN(C)C=O, predict the reaction product. The product is: [Br:1][C:2]1[CH:3]=[C:4]([CH3:19])[C:5]([CH:8]([Cl:22])[C:10]2[C:15]([F:16])=[CH:14][CH:13]=[C:12]([F:17])[C:11]=2[F:18])=[CH:6][N:7]=1. (3) Given the reactants [C:1]([C:4]1[CH:9]=[CH:8][N:7]2[C:10]([CH3:14])=[C:11]([CH3:13])[N:12]=[C:6]2[C:5]=1[NH:15]C(=O)C(C)(C)C)(=[O:3])[CH3:2].S(=O)(=O)(O)O.C(Cl)Cl.[OH-].[Na+], predict the reaction product. The product is: [C:1]([C:4]1[CH:9]=[CH:8][N:7]2[C:10]([CH3:14])=[C:11]([CH3:13])[N:12]=[C:6]2[C:5]=1[NH2:15])(=[O:3])[CH3:2]. (4) Given the reactants [NH:1]1[C:5]2[CH:6]=[CH:7][CH:8]=[CH:9][C:4]=2[N:3]=[C:2]1[C:10]([C:12]1[CH:17]=[CH:16][C:15]([O:18][C:19]2[C:24](Cl)=[N:23][CH:22]=[CH:21][N:20]=2)=[CH:14][CH:13]=1)=[O:11].[F:26][C:27]1[C:32](B(O)O)=[CH:31][CH:30]=[CH:29][N:28]=1.O.C(=O)([O-])[O-].[Na+].[Na+], predict the reaction product. The product is: [NH:1]1[C:5]2[CH:6]=[CH:7][CH:8]=[CH:9][C:4]=2[N:3]=[C:2]1[C:10]([C:12]1[CH:17]=[CH:16][C:15]([O:18][C:19]2[C:24]([C:32]3[C:27]([F:26])=[N:28][CH:29]=[CH:30][CH:31]=3)=[N:23][CH:22]=[CH:21][N:20]=2)=[CH:14][CH:13]=1)=[O:11]. (5) Given the reactants Cl[C:2]1C=CC=C(C(OO)=O)[CH:3]=1.C(S[C:15]1[C:16]([C:21]([N:23]([CH3:34])[C:24]2[CH:29]=[CH:28][C:27]([C:30]([F:33])([F:32])[F:31])=[CH:26][N:25]=2)=[O:22])=[N:17][CH:18]=[CH:19][CH:20]=1)C.C(=O)(O)[O-].[Na+].[S:40]([O-:44])([O-])(=[O:42])=S.[Na+].[Na+], predict the reaction product. The product is: [CH2:2]([S:40]([C:15]1[C:16]([C:21]([N:23]([CH3:34])[C:24]2[CH:29]=[CH:28][C:27]([C:30]([F:33])([F:32])[F:31])=[CH:26][N:25]=2)=[O:22])=[N:17][CH:18]=[CH:19][CH:20]=1)(=[O:44])=[O:42])[CH3:3]. (6) Given the reactants [CH3:1][S:2]([CH2:5][C:6](=[O:8])[CH3:7])(=[O:4])=[O:3].[Br:9][C:10]1[CH:11]=C[C:13]2[N:18]=[C:17]([CH3:19])OC(=O)[C:14]=2[CH:21]=1.Cl, predict the reaction product. The product is: [Br:9][C:10]1[CH:11]=[C:7]2[C:13](=[CH:14][CH:21]=1)[N:18]=[C:17]([CH3:19])[C:5]([S:2]([CH3:1])(=[O:4])=[O:3])=[C:6]2[OH:8]. (7) Given the reactants [H-].[Na+].C(OP([CH2:11][C:12]([O:14][CH2:15][CH3:16])=[O:13])(OCC)=O)C.[Br:17][C:18]1[CH:19]=[CH:20][C:21]([N:26]2[CH2:31][CH2:30][O:29][CH2:28][CH2:27]2)=[C:22]([CH:25]=1)[CH:23]=O.O, predict the reaction product. The product is: [Br:17][C:18]1[CH:19]=[CH:20][C:21]([N:26]2[CH2:27][CH2:28][O:29][CH2:30][CH2:31]2)=[C:22](/[CH:23]=[CH:11]/[C:12]([O:14][CH2:15][CH3:16])=[O:13])[CH:25]=1. (8) The product is: [F:1][C:2]([F:22])([F:23])[C:3]([C:18]([F:19])([F:20])[F:21])([OH:17])[CH2:4][CH2:5][CH2:6][CH2:7][CH2:8][CH2:9][OH:10]. Given the reactants [F:1][C:2]([F:23])([F:22])[C:3]([C:18]([F:21])([F:20])[F:19])([OH:17])[CH2:4][CH2:5][CH2:6][CH2:7][CH2:8][CH2:9][O:10]C1CCCCO1.O.C1(C)C=CC(S(O)(=O)=O)=CC=1.CO, predict the reaction product.